Dataset: NCI-60 drug combinations with 297,098 pairs across 59 cell lines. Task: Regression. Given two drug SMILES strings and cell line genomic features, predict the synergy score measuring deviation from expected non-interaction effect. (1) Drug 1: C1CC(C1)(C(=O)O)C(=O)O.[NH2-].[NH2-].[Pt+2]. Drug 2: CCN(CC)CCCC(C)NC1=C2C=C(C=CC2=NC3=C1C=CC(=C3)Cl)OC. Cell line: UACC62. Synergy scores: CSS=12.0, Synergy_ZIP=-2.66, Synergy_Bliss=-0.354, Synergy_Loewe=-2.88, Synergy_HSA=-2.42. (2) Drug 1: CS(=O)(=O)CCNCC1=CC=C(O1)C2=CC3=C(C=C2)N=CN=C3NC4=CC(=C(C=C4)OCC5=CC(=CC=C5)F)Cl. Drug 2: C1=NNC2=C1C(=O)NC=N2. Cell line: CAKI-1. Synergy scores: CSS=19.3, Synergy_ZIP=-4.95, Synergy_Bliss=-1.38, Synergy_Loewe=-1.99, Synergy_HSA=2.03. (3) Drug 1: C1CCC(CC1)NC(=O)N(CCCl)N=O. Drug 2: C1=NC2=C(N1)C(=S)N=CN2. Cell line: EKVX. Synergy scores: CSS=15.3, Synergy_ZIP=3.31, Synergy_Bliss=3.80, Synergy_Loewe=2.49, Synergy_HSA=3.56. (4) Synergy scores: CSS=41.5, Synergy_ZIP=-1.14, Synergy_Bliss=-1.31, Synergy_Loewe=-42.6, Synergy_HSA=1.66. Drug 2: C1=NNC2=C1C(=O)NC=N2. Cell line: K-562. Drug 1: COC1=CC(=CC(=C1O)OC)C2C3C(COC3=O)C(C4=CC5=C(C=C24)OCO5)OC6C(C(C7C(O6)COC(O7)C8=CC=CS8)O)O. (5) Drug 1: C1C(C(OC1N2C=NC3=C(N=C(N=C32)Cl)N)CO)O. Drug 2: CNC(=O)C1=NC=CC(=C1)OC2=CC=C(C=C2)NC(=O)NC3=CC(=C(C=C3)Cl)C(F)(F)F. Cell line: MOLT-4. Synergy scores: CSS=57.0, Synergy_ZIP=0.894, Synergy_Bliss=-0.429, Synergy_Loewe=-31.3, Synergy_HSA=-2.63. (6) Drug 1: CC1C(C(=O)NC(C(=O)N2CCCC2C(=O)N(CC(=O)N(C(C(=O)O1)C(C)C)C)C)C(C)C)NC(=O)C3=C4C(=C(C=C3)C)OC5=C(C(=O)C(=C(C5=N4)C(=O)NC6C(OC(=O)C(N(C(=O)CN(C(=O)C7CCCN7C(=O)C(NC6=O)C(C)C)C)C)C(C)C)C)N)C. Drug 2: CCCCCOC(=O)NC1=NC(=O)N(C=C1F)C2C(C(C(O2)C)O)O. Cell line: MALME-3M. Synergy scores: CSS=1.35, Synergy_ZIP=1.43, Synergy_Bliss=6.04, Synergy_Loewe=-3.95, Synergy_HSA=-1.44. (7) Drug 1: CNC(=O)C1=CC=CC=C1SC2=CC3=C(C=C2)C(=NN3)C=CC4=CC=CC=N4. Drug 2: N.N.Cl[Pt+2]Cl. Cell line: OVCAR-5. Synergy scores: CSS=-5.40, Synergy_ZIP=0.962, Synergy_Bliss=-0.256, Synergy_Loewe=-2.44, Synergy_HSA=-2.61.